Dataset: Forward reaction prediction with 1.9M reactions from USPTO patents (1976-2016). Task: Predict the product of the given reaction. (1) Given the reactants [OH-].[Na+].[F:3][C:4]([F:19])([F:18])[CH2:5][CH2:6][O:7][C:8]1[CH:17]=[CH:16][C:11]([C:12]([O:14]C)=[O:13])=[CH:10][N:9]=1, predict the reaction product. The product is: [F:19][C:4]([F:3])([F:18])[CH2:5][CH2:6][O:7][C:8]1[CH:17]=[CH:16][C:11]([C:12]([OH:14])=[O:13])=[CH:10][N:9]=1. (2) Given the reactants C[O:2][C:3](=[O:34])[CH2:4][CH2:5][C:6]1[O:7][C:8]2[CH:14]=[C:13]([C:15]3[C:23]4[C:18](=[CH:19][C:20]([F:24])=[CH:21][CH:22]=4)[N:17](S(C4C=CC=CC=4)(=O)=O)[CH:16]=3)[CH:12]=[CH:11][C:9]=2[N:10]=1.[OH-].[Na+], predict the reaction product. The product is: [F:24][C:20]1[CH:19]=[C:18]2[C:23]([C:15]([C:13]3[CH:12]=[CH:11][C:9]4[N:10]=[C:6]([CH2:5][CH2:4][C:3]([OH:34])=[O:2])[O:7][C:8]=4[CH:14]=3)=[CH:16][NH:17]2)=[CH:22][CH:21]=1. (3) Given the reactants [Cl:1][C:2]1[CH:7]=[C:6]([Cl:8])[CH:5]=[CH:4][C:3]=1[C:9]1[N:10]=[C:11](/[CH:16]=[CH:17]/[C:18]2[CH:23]=[CH:22][C:21]([C:24]3[CH:29]=[CH:28][C:27]([OH:30])=[CH:26][CH:25]=3)=[CH:20][CH:19]=2)[N:12]([CH2:14][CH3:15])[CH:13]=1.F[C:32]1[CH:33]=[CH:34][C:35]([C:42]([F:45])([F:44])[F:43])=[C:36]([CH:41]=1)[C:37]([O:39][CH3:40])=[O:38], predict the reaction product. The product is: [CH3:40][O:39][C:37](=[O:38])[C:36]1[CH:41]=[C:32]([O:30][C:27]2[CH:26]=[CH:25][C:24]([C:21]3[CH:22]=[CH:23][C:18](/[CH:17]=[CH:16]/[C:11]4[N:12]([CH2:14][CH3:15])[CH:13]=[C:9]([C:3]5[CH:4]=[CH:5][C:6]([Cl:8])=[CH:7][C:2]=5[Cl:1])[N:10]=4)=[CH:19][CH:20]=3)=[CH:29][CH:28]=2)[CH:33]=[CH:34][C:35]=1[C:42]([F:43])([F:45])[F:44]. (4) Given the reactants C([O:3][C:4](=[O:19])[CH:5]([O:16][CH2:17][CH3:18])[CH2:6][C:7]1[CH:8]=[C:9]2[C:13](=[CH:14][CH:15]=1)[NH:12][CH:11]=[CH:10]2)C.Cl[CH2:21][C:22]1[N:23]=[C:24]([C:28]2[CH:33]=[CH:32][C:31]([F:34])=[C:30]([CH3:35])[CH:29]=2)[O:25][C:26]=1[CH3:27], predict the reaction product. The product is: [CH2:17]([O:16][CH:5]([CH2:6][C:7]1[CH:8]=[C:9]2[C:13](=[CH:14][CH:15]=1)[N:12]([CH2:21][C:22]1[N:23]=[C:24]([C:28]3[CH:33]=[CH:32][C:31]([F:34])=[C:30]([CH3:35])[CH:29]=3)[O:25][C:26]=1[CH3:27])[CH:11]=[CH:10]2)[C:4]([OH:3])=[O:19])[CH3:18]. (5) Given the reactants [CH3:1][CH:2]1[CH2:4][CH:3]1/[CH:5]=[CH:6]\[C:7]1[CH:8]=[C:9]([CH:13]=[C:14]([N:16]([CH3:21])[S:17]([CH3:20])(=[O:19])=[O:18])[CH:15]=1)[C:10]([OH:12])=[O:11].[CH2:22](I)[CH2:23]C, predict the reaction product. The product is: [CH3:1][CH:2]1[CH2:4][CH:3]1/[CH:5]=[CH:6]\[C:7]1[CH:8]=[C:9]([CH:13]=[C:14]([N:16]([CH2:21][CH2:22][CH3:23])[S:17]([CH3:20])(=[O:19])=[O:18])[CH:15]=1)[C:10]([OH:12])=[O:11]. (6) Given the reactants F[C:2]1[C:7]([F:8])=[CH:6][C:5]([I:9])=[CH:4][N:3]=1.Cl.[NH2:11][C@H:12]1[CH2:17][CH2:16][C@H:15]([OH:18])[CH2:14][CH2:13]1.C([O-])([O-])=O.[Cs+].[Cs+], predict the reaction product. The product is: [F:8][C:7]1[C:2]([NH:11][C@H:12]2[CH2:17][CH2:16][C@H:15]([OH:18])[CH2:14][CH2:13]2)=[N:3][CH:4]=[C:5]([I:9])[CH:6]=1. (7) Given the reactants [OH:1][C:2]1[CH:3]=[C:4]([CH:7]=[C:8]([OH:10])[CH:9]=1)[CH:5]=[O:6].[CH2:11](I)[CH3:12].C(=O)([O-])[O-].[K+].[K+].[C:20](#N)[CH3:21], predict the reaction product. The product is: [CH2:20]([O:1][C:2]1[CH:3]=[C:4]([CH:7]=[C:8]([O:10][CH2:11][CH3:12])[CH:9]=1)[CH:5]=[O:6])[CH3:21]. (8) Given the reactants [CH3:1][S-:2].[Na+].CN(C)C=O.[F:9][C:10]1[CH:11]=[C:12]([CH:15]=[CH:16][C:17]=1F)[C:13]#[N:14], predict the reaction product. The product is: [F:9][C:10]1[CH:11]=[C:12]([CH:15]=[CH:16][C:17]=1[S:2][CH3:1])[C:13]#[N:14]. (9) Given the reactants [N:1]1([CH2:7][C:8]([OH:10])=[O:9])[CH2:6][CH2:5][CH2:4][CH2:3][CH2:2]1.O[N:12]1[C:16](=[O:17])[CH2:15][CH2:14][C:13]1=[O:18].C1(N=C=NC2CCCCC2)CCCCC1, predict the reaction product. The product is: [O:18]=[C:13]1[CH2:14][CH2:15][C:16](=[O:17])[N:12]1[O:9][C:8](=[O:10])[CH2:7][N:1]1[CH2:6][CH2:5][CH2:4][CH2:3][CH2:2]1. (10) Given the reactants CS(O[CH2:6][CH2:7][O:8][C:9]1[C:17]2[C:12](=[N:13][CH:14]=[N:15][C:16]=2[NH:18][C:19]2[CH:24]=[CH:23][C:22]([O:25][CH2:26][C:27]3[CH:32]=[CH:31][CH:30]=[C:29]([F:33])[CH:28]=3)=[C:21]([O:34][CH3:35])[CH:20]=2)[NH:11][N:10]=1)(=O)=O.[CH3:36][N:37]1[CH2:42][CH2:41][NH:40][CH2:39][CH2:38]1, predict the reaction product. The product is: [F:33][C:29]1[CH:28]=[C:27]([CH:32]=[CH:31][CH:30]=1)[CH2:26][O:25][C:22]1[CH:23]=[CH:24][C:19]([NH:18][C:16]2[N:15]=[CH:14][N:13]=[C:12]3[NH:11][N:10]=[C:9]([O:8][CH2:7][CH2:6][N:40]4[CH2:41][CH2:42][N:37]([CH3:36])[CH2:38][CH2:39]4)[C:17]=23)=[CH:20][C:21]=1[O:34][CH3:35].